This data is from Experimentally validated miRNA-target interactions with 360,000+ pairs, plus equal number of negative samples. The task is: Binary Classification. Given a miRNA mature sequence and a target amino acid sequence, predict their likelihood of interaction. (1) The miRNA is hsa-miR-363-3p with sequence AAUUGCACGGUAUCCAUCUGUA. The protein sequence of the target gene is MSNERVSTGSLGERLMLRTRSTRGSVRETLSKAIRSTLGRASSMERKDMPDRPKYGTALTAMTSTTPPSPKDRSSDSGDGDSPRPRKFSSKECARIYFSNTSSEHSSRSNSSTPRRVRHTTASSGYGSLSHLPPISYRKSSDPLNSLMSQSMYVQSPGMHIDEPKCTSLSQRRLYYEDSSETYIPSSPSLTTLKDFMMTNDDETFDDFDFDNDDVKSVISSASTSRIFSVDNRMSKYQKNQSLRQFLNSPVRLRKRGDTSRRDAVEAGFEPRDTVPRCHSTQSLRDVQRVRSYNNSQFQA.... Result: 0 (no interaction). (2) The miRNA is ssc-miR-204 with sequence UUCCCUUUGUCAUCCUAUGCCU. The protein sequence of the target gene is MSNSRNNRVMVEGVGARVVRGPDWKWGKQDGGEGHVGTVRSFESPEEVVVVWDNGTAANYRCSGAYDLRILDSAPTGIKHDGTMCDTCRQQPIIGIRWKCAECTNYDLCTVCYHGDKHHLRHRFYRITTPGSERVLLESRRKSKKITARGIFAGARVVRGVDWQWEDQDGGNGRRGKVTEIQDWSASSPHSAAYVLWDNGAKNLYRVGFEGMSDLKCVQDAKGGSFYRDHCPVLGEQNGNRNPGGLQIGDLVNIDLDLEIVQSLQHGHGGWTDGMFETLTTTGTVCGIDEDHDIVVQYPS.... Result: 0 (no interaction). (3) The miRNA is hsa-miR-4263 with sequence AUUCUAAGUGCCUUGGCC. The protein sequence of the target gene is MDFPGLGALGTSEPLPQFVDSALVSSPSDSTGFFSSGPEGLDAASSSTSPNAATAAASALAYYREAEAYRHSPVFQVYPLLNSMEGIPGGSPYASWAYGKTALYPASTVCPSHEDAPSQALEDQEGKSNNTFLDTLKTERLSPDLLTLGTALPASLPVTGSAYGGADFPSPFFSPTGSPLSSAAYSSPKFHGSLPLAPCEARECVNCGATATPLWRRDRTGHYLCNACGLYHKMNGQNRPLIRPKKRMIVSKRAGTQCTNCQTTTTTLWRRNASGDPVCNACGLYFKLHQVNRPLTMRKD.... Result: 0 (no interaction). (4) The miRNA is hsa-miR-6808-5p with sequence CAGGCAGGGAGGUGGGACCAUG. The protein sequence of the target gene is MSDCYTELEKAVIVLVENFYKYVSKYSLVKNKISKSSFREMLQKELNHMLSDTGNRKAADKLIQNLDANHDGRISFDEYWTLIGGITGPIAKLIHEQEQQSSS. Result: 1 (interaction). (5) The miRNA is hsa-miR-100-5p with sequence AACCCGUAGAUCCGAACUUGUG. The protein sequence of the target gene is MQLPPALCARLAAGPGAAEPLPVERDPAAGAAPFRFVARPVRFPREHQFFEDGDVQRHLYLQDVIMQVADVPEKPRVPAFACQVAGCCQVFDALDDYEHHYHTLHGNVCSFCKRAFPSGHLLDAHILEWHDSLFQILSERQDMYQCLVEGCTEKFKTSRDRKDHMVRMHLYPADFRFDKPKKSRSPASAEAPGDSGERSEGEAMEICSEPVAASPAPAGERRIYRHRIPSTICFGQGAARGFKSNKKKTKQC. Result: 1 (interaction). (6) The miRNA is mmu-miR-340-5p with sequence UUAUAAAGCAAUGAGACUGAUU. The protein sequence of the target gene is MGRFAAALVGSLFWLGLLLCGLGSLASAEPRAPPNRIAIVGAGIGGTSSAYYLRKKFGKDVKIDVFEREEVGGRLATLKVQGHDYEAGGSVIHPLNLHMKRFVKELGLSSVPASGGLVGVYNGKSLVFEESSWFVINVIKLVWRYGFQSLRMHMWVEDLLDKFMRIYRYQSHDYAFSSVEKLMHAIGGDDYVRLLNQTLRENLKKAGFSETFLNEMIAPVMKVNYGQSTDINAFVGAVSLTAADSNLWAVEGGNKIVCSGLLQASSSNLISGSVMSIEEKTRTKQTGNPTKMYEVVYKTG.... Result: 1 (interaction). (7) The miRNA is hsa-miR-4686 with sequence UAUCUGCUGGGCUUUCUGGUGUU. The protein sequence of the target gene is MAKRSRGPGRRCLLALVLFCAWGTLAVVAQKPGAGCPSRCLCFRTTVRCMHLLLEAVPAVAPQTSILDLRFNRIREIQPGAFRRLRNLNTLLLNNNQIKRIPSGAFEDLENLKYLYLYKNEIQSIDRQAFKGLASLEQLYLHFNQIETLDPDSFQHLPKLERLFLHNNRITHLVPGTFNHLESMKRLRLDSNTLHCDCEILWLADLLKTYAESGNAQAAAICEYPRRIQGRSVATITPEELNCERPRITSEPQDADVTSGNTVYFTCRAEGNPKPEIIWLRNNNELSMKTDSRLNLLDDG.... Result: 0 (no interaction).